Task: Predict the reaction yield, written as a fraction of the theoretical maximum amount of product (1.0 means a 100% yield; for example, 0.34 means a 34% yield).. Dataset: Reaction yield outcomes from USPTO patents with 853,638 reactions (1) The reactants are Cl.[Cl:2][C:3]1[CH:4]=[CH:5][C:6]([O:14][CH3:15])=[C:7]([CH:13]=1)[C:8](=[NH:12])[O:9][CH2:10][CH3:11].O.OP([O-])(O)=O.[Na+].O.O.O.O.O.O.O.OP([O-])([O-])=O.[Na+].[Na+].[N:37]#[C:38]N. The catalyst is C(#N)C.O. The product is [Cl:2][C:3]1[CH:4]=[CH:5][C:6]([O:14][CH3:15])=[C:7]([CH:13]=1)[C:8](=[N:12][C:38]#[N:37])[O:9][CH2:10][CH3:11]. The yield is 0.900. (2) The reactants are [C:1]([O:5][C:6]([N:8]1[CH2:13][CH2:12][CH:11]([OH:14])[CH2:10][CH2:9]1)=[O:7])([CH3:4])([CH3:3])[CH3:2].[H-].[Na+].Cl[C:18]1[N:23]=[CH:22][N:21]=[C:20]([NH:24][C:25]2[CH:30]=[CH:29][C:28]([S:31]([CH3:34])(=[O:33])=[O:32])=[CH:27][CH:26]=2)[C:19]=1[N+:35]([O-:37])=[O:36]. The catalyst is C1COCC1. The product is [C:1]([O:5][C:6]([N:8]1[CH2:13][CH2:12][CH:11]([O:14][C:18]2[C:19]([N+:35]([O-:37])=[O:36])=[C:20]([NH:24][C:25]3[CH:26]=[CH:27][C:28]([S:31]([CH3:34])(=[O:32])=[O:33])=[CH:29][CH:30]=3)[N:21]=[CH:22][N:23]=2)[CH2:10][CH2:9]1)=[O:7])([CH3:4])([CH3:2])[CH3:3]. The yield is 0.680. (3) The reactants are [Cl:1][C:2]1[CH:3]=[C:4]([C@@H:8]2[C@@H:17]([OH:18])[C@@H:16]([OH:19])[C:15]3[C:10](=[CH:11][CH:12]=[CH:13][CH:14]=3)[O:9]2)[CH:5]=[CH:6][CH:7]=1. The catalyst is C(Cl)Cl.[O-2].[O-2].[Mn+4]. The product is [Cl:1][C:2]1[CH:3]=[C:4]([C@@H:8]2[C@@H:17]([OH:18])[C:16](=[O:19])[C:15]3[C:10](=[CH:11][CH:12]=[CH:13][CH:14]=3)[O:9]2)[CH:5]=[CH:6][CH:7]=1. The yield is 0.590. (4) The reactants are [OH:1][C:2]1[C:11]2[C:6](=[CH:7][C:8]([C:12]([F:15])([F:14])[F:13])=[CH:9][CH:10]=2)[N:5]=[CH:4][C:3]=1[C:16](OCC)=[O:17].[H-].[Al+3].[Li+].[H-].[H-].[H-].O. The catalyst is C1COCC1. The product is [OH:1][C:2]1[C:11]2[C:6](=[CH:7][C:8]([C:12]([F:15])([F:13])[F:14])=[CH:9][CH:10]=2)[N:5]=[CH:4][C:3]=1[CH2:16][OH:17]. The yield is 0.820. (5) The reactants are [CH2:1]([CH:8]1[CH2:13][CH2:12][N:11]([C:14](=[O:31])[C:15]([NH:17][C:18]2[C:27]([N+:28]([O-])=O)=[CH:26][C:21]3[NH:22][C:23](=[O:25])[O:24][C:20]=3[CH:19]=2)=[O:16])[CH2:10][CH2:9]1)[C:2]1[CH:7]=[CH:6][CH:5]=[CH:4][CH:3]=1. The catalyst is [Pd].CO. The product is [NH2:28][C:27]1[C:18]([NH:17][C:15](=[O:16])[C:14]([N:11]2[CH2:10][CH2:9][CH:8]([CH2:1][C:2]3[CH:3]=[CH:4][CH:5]=[CH:6][CH:7]=3)[CH2:13][CH2:12]2)=[O:31])=[CH:19][C:20]2[O:24][C:23](=[O:25])[NH:22][C:21]=2[CH:26]=1. The yield is 0.345. (6) The reactants are [C:1]([CH:5]1[CH2:10][CH2:9][CH:8]([NH:11][C:12]([C:14]2[CH:36]=[CH:35][C:17]([O:18][C:19]3[CH:28]=[C:27]4[C:22]([CH:23]([C:29]([O:31]CC)=[O:30])[CH2:24][CH2:25][O:26]4)=[CH:21][C:20]=3[Cl:34])=[CH:16][CH:15]=2)=[O:13])[CH2:7][CH2:6]1)([CH3:4])([CH3:3])[CH3:2].[OH-].[Na+]. The catalyst is C1COCC1.CO. The product is [C:1]([CH:5]1[CH2:10][CH2:9][CH:8]([NH:11][C:12]([C:14]2[CH:36]=[CH:35][C:17]([O:18][C:19]3[CH:28]=[C:27]4[C:22]([CH:23]([C:29]([OH:31])=[O:30])[CH2:24][CH2:25][O:26]4)=[CH:21][C:20]=3[Cl:34])=[CH:16][CH:15]=2)=[O:13])[CH2:7][CH2:6]1)([CH3:4])([CH3:2])[CH3:3]. The yield is 0.910. (7) The reactants are [NH2:1][C:2]1[N:7]=[CH:6][N:5]=[C:4]2[N:8]([CH:32]3[CH2:37][CH2:36][NH:35][CH2:34][CH2:33]3)[N:9]=[C:10]([C:11]3[CH:16]=[CH:15][C:14]([NH:17][C:18]([C:20]4[N:21]([CH3:29])[C:22]5[C:27]([CH:28]=4)=[CH:26][CH:25]=[CH:24][CH:23]=5)=[O:19])=[C:13]([O:30][CH3:31])[CH:12]=3)[C:3]=12.Br[CH2:39][CH:40]([F:42])[F:41].C(=O)([O-])[O-].[K+].[K+].[I-].[Na+]. The catalyst is CN(C=O)C. The product is [NH2:1][C:2]1[N:7]=[CH:6][N:5]=[C:4]2[N:8]([CH:32]3[CH2:37][CH2:36][N:35]([CH2:39][CH:40]([F:42])[F:41])[CH2:34][CH2:33]3)[N:9]=[C:10]([C:11]3[CH:16]=[CH:15][C:14]([NH:17][C:18]([C:20]4[N:21]([CH3:29])[C:22]5[C:27]([CH:28]=4)=[CH:26][CH:25]=[CH:24][CH:23]=5)=[O:19])=[C:13]([O:30][CH3:31])[CH:12]=3)[C:3]=12. The yield is 0.810.